Dataset: Reaction yield outcomes from USPTO patents with 853,638 reactions. Task: Predict the reaction yield, written as a fraction of the theoretical maximum amount of product (1.0 means a 100% yield; for example, 0.34 means a 34% yield). (1) The reactants are [Cl:1][C:2]1[C:3]([O:12][C:13]2[CH:18]=[C:17]([O:19][CH2:20][CH2:21][O:22][CH3:23])[CH:16]=[CH:15][C:14]=2[CH2:24][CH2:25][CH2:26][NH2:27])=[N:4][CH:5]=[C:6]([C:8]([F:11])([F:10])[F:9])[CH:7]=1.N1C=CC=CC=1.[CH3:34][CH:35]([S:37](Cl)(=[O:39])=[O:38])[CH3:36].Cl. The catalyst is C(OCC)(=O)C. The product is [Cl:1][C:2]1[C:3]([O:12][C:13]2[CH:18]=[C:17]([O:19][CH2:20][CH2:21][O:22][CH3:23])[CH:16]=[CH:15][C:14]=2[CH2:24][CH2:25][CH2:26][NH:27][S:37]([CH:35]([CH3:36])[CH3:34])(=[O:39])=[O:38])=[N:4][CH:5]=[C:6]([C:8]([F:9])([F:11])[F:10])[CH:7]=1. The yield is 0.0600. (2) The reactants are [C:1]1(=[O:7])[CH2:6][CH2:5][CH2:4][CH:3]=[CH:2]1.[C:8]1(B(O)O)[CH:13]=[CH:12][CH:11]=[CH:10][CH:9]=1. The catalyst is O. The product is [C:8]1([C@@H:3]2[CH2:4][CH2:5][CH2:6][C:1](=[O:7])[CH2:2]2)[CH:13]=[CH:12][CH:11]=[CH:10][CH:9]=1. The yield is 0.800. (3) The reactants are C(N1[CH2:9][CH2:8][N:7]([C:10]2[CH:15]=[CH:14][C:13]([B:16]([OH:18])[OH:17])=[CH:12][CH:11]=2)[CH2:6][CH2:5]1)(C)C.BrC1C=CC(N2CC[CH:29]([N:32]3[CH2:37][CH2:36][O:35][CH2:34][CH2:33]3)CC2)=CC=1. No catalyst specified. The product is [O:35]1[CH2:36][CH2:37][N:32]([CH:29]2[CH2:5][CH2:6][N:7]([C:10]3[CH:11]=[CH:12][C:13]([B:16]([OH:17])[OH:18])=[CH:14][CH:15]=3)[CH2:8][CH2:9]2)[CH2:33][CH2:34]1. The yield is 0.400. (4) The reactants are I[C:2]1[CH:7]=[CH:6][C:5]([C:8]([F:11])([F:10])[F:9])=[CH:4][CH:3]=1.[Li]CCCC.[CH2:17]([N:24]1[CH2:29][CH2:28][C:27](=O)[CH2:26][CH2:25]1)[C:18]1[CH:23]=[CH:22][CH:21]=[CH:20][CH:19]=1.C(=O)(O)[O-].[Na+]. The catalyst is C1COCC1.Cl.O1CCOCC1. The product is [CH2:17]([N:24]1[CH2:25][CH:26]=[C:27]([C:2]2[CH:7]=[CH:6][C:5]([C:8]([F:11])([F:10])[F:9])=[CH:4][CH:3]=2)[CH2:28][CH2:29]1)[C:18]1[CH:23]=[CH:22][CH:21]=[CH:20][CH:19]=1. The yield is 0.280. (5) The reactants are Cl[CH2:2][C:3]1[C:4]([S:10][CH:11]2[CH2:15][CH2:14][CH2:13][CH2:12]2)=[N:5][C:6]([CH3:9])=[CH:7][CH:8]=1.C([O:18][C:19](=[O:30])[CH2:20][CH2:21][C:22]1[CH:27]=[CH:26][C:25]([OH:28])=[C:24]([Cl:29])[CH:23]=1)C. No catalyst specified. The product is [Cl:29][C:24]1[CH:23]=[C:22]([CH2:21][CH2:20][C:19]([OH:30])=[O:18])[CH:27]=[CH:26][C:25]=1[O:28][CH2:2][C:3]1[C:4]([S:10][CH:11]2[CH2:15][CH2:14][CH2:13][CH2:12]2)=[N:5][C:6]([CH3:9])=[CH:7][CH:8]=1. The yield is 0.580.